This data is from Full USPTO retrosynthesis dataset with 1.9M reactions from patents (1976-2016). The task is: Predict the reactants needed to synthesize the given product. (1) Given the product [C@@H:24]1([NH:23][C:22]2[C:17]3[CH:16]=[CH:15][N:14]([C@@H:12]4[CH2:13][C@@H:9]([CH2:8][NH:7][S:34]([NH2:37])(=[O:36])=[O:35])[C@@H:10]([OH:33])[CH2:11]4)[C:18]=3[N:19]=[CH:20][N:21]=2)[C:32]2[C:27](=[CH:28][CH:29]=[CH:30][CH:31]=2)[CH2:26][CH2:25]1, predict the reactants needed to synthesize it. The reactants are: C(OC(=O)[N:7]([S:34]([NH2:37])(=[O:36])=[O:35])[CH2:8][C@@H:9]1[CH2:13][C@@H:12]([N:14]2[C:18]3[N:19]=[CH:20][N:21]=[C:22]([NH:23][C@@H:24]4[C:32]5[C:27](=[CH:28][CH:29]=[CH:30][CH:31]=5)[CH2:26][CH2:25]4)[C:17]=3[CH:16]=[CH:15]2)[CH2:11][C@@H:10]1[OH:33])(C)(C)C.FC(F)(F)C(O)=O. (2) Given the product [NH2:21][C:18]1[CH:17]=[CH:16][C:15]([C:14]2[C:10]([C:2]3[S:1][C:5]4[CH:6]=[CH:7][CH:8]=[CH:9][C:4]=4[N:3]=3)=[C:11]([NH2:24])[NH:12][N:13]=2)=[CH:20][CH:19]=1, predict the reactants needed to synthesize it. The reactants are: [S:1]1[C:5]2[CH:6]=[CH:7][CH:8]=[CH:9][C:4]=2[N:3]=[C:2]1[C:10]1[C:14]([C:15]2[CH:20]=[CH:19][C:18]([N+:21]([O-])=O)=[CH:17][CH:16]=2)=[N:13][NH:12][C:11]=1[NH2:24].O.NN. (3) Given the product [Cl:33][C:27]1[CH:28]=[N:29][CH:30]=[C:31]([Cl:32])[C:26]=1[NH:25][C:19]1[C:18]2[C:23](=[C:14]([O:13][CH2:12]/[CH:11]=[CH:10]\[CH2:9][OH:8])[C:15]([O:34][CH3:35])=[CH:16][CH:17]=2)[O:22][C:21](=[O:24])[CH:20]=1, predict the reactants needed to synthesize it. The reactants are: [Si]([O:8][CH2:9]/[CH:10]=[CH:11]\[CH2:12][O:13][C:14]1[C:15]([O:34][CH3:35])=[CH:16][CH:17]=[C:18]2[C:23]=1[O:22][C:21](=[O:24])[CH:20]=[C:19]2[NH:25][C:26]1[C:31]([Cl:32])=[CH:30][N:29]=[CH:28][C:27]=1[Cl:33])(C(C)(C)C)(C)C.CCCC[N+](CCCC)(CCCC)CCCC.[F-]. (4) The reactants are: O[C:2]1[C:11]2[C:6](=[N:7][CH:8]=[CH:9][CH:10]=2)[N:5]([C:12]2[CH:17]=[CH:16][CH:15]=[C:14]([C:18]([F:21])([F:20])[F:19])[CH:13]=2)[C:4](=[O:22])[C:3]=1[C:23](=O)[CH2:24][C:25]1[CH:30]=[CH:29][CH:28]=[CH:27][CH:26]=1.O.[NH2:33][NH2:34].O. Given the product [CH2:24]([C:23]1[C:3]2[C:4](=[O:22])[N:5]([C:12]3[CH:17]=[CH:16][CH:15]=[C:14]([C:18]([F:21])([F:19])[F:20])[CH:13]=3)[C:6]3[N:7]=[CH:8][CH:9]=[CH:10][C:11]=3[C:2]=2[NH:34][N:33]=1)[C:25]1[CH:26]=[CH:27][CH:28]=[CH:29][CH:30]=1, predict the reactants needed to synthesize it. (5) Given the product [CH3:1][O:2][C:3](=[O:25])[CH2:4][C:5]1[CH:6]=[C:7]([C:13]2[CH:18]=[CH:17][C:16]([C:19]([F:21])([F:22])[F:20])=[CH:15][C:14]=2[CH2:23][NH:35][C@@H:28]2[C:29]3[C:34](=[CH:33][CH:32]=[CH:31][CH:30]=3)[CH2:26][C@@H:27]2[OH:36])[C:8]([O:11][CH3:12])=[CH:9][CH:10]=1, predict the reactants needed to synthesize it. The reactants are: [CH3:1][O:2][C:3](=[O:25])[CH2:4][C:5]1[CH:6]=[C:7]([C:13]2[CH:18]=[CH:17][C:16]([C:19]([F:22])([F:21])[F:20])=[CH:15][C:14]=2[CH:23]=O)[C:8]([O:11][CH3:12])=[CH:9][CH:10]=1.[CH2:26]1[C:34]2[C:29](=[CH:30][CH:31]=[CH:32][CH:33]=2)[C@H:28]([NH2:35])[C@@H:27]1[OH:36]. (6) Given the product [C:29]1([C:7]([C:1]2[CH:2]=[CH:3][CH:4]=[CH:5][CH:6]=2)([C:23]2[CH:24]=[CH:25][CH:26]=[CH:27][CH:28]=2)[O:8][CH2:9][C@@H:10]([OH:22])[CH2:11][C@@H:12]([OH:21])[CH2:13][C:14]([O:16][C:17]([CH3:20])([CH3:19])[CH3:18])=[O:15])[CH:34]=[CH:33][CH:32]=[CH:31][CH:30]=1, predict the reactants needed to synthesize it. The reactants are: [C:1]1([C:7]([C:29]2[CH:34]=[CH:33][CH:32]=[CH:31][CH:30]=2)([C:23]2[CH:28]=[CH:27][CH:26]=[CH:25][CH:24]=2)[O:8][CH2:9][C@@H:10]([OH:22])[CH2:11][C:12](=[O:21])[CH2:13][C:14]([O:16][C:17]([CH3:20])([CH3:19])[CH3:18])=[O:15])[CH:6]=[CH:5][CH:4]=[CH:3][CH:2]=1.C1COCC1.COB(CC)CC.[BH4-].[Na+].